This data is from Forward reaction prediction with 1.9M reactions from USPTO patents (1976-2016). The task is: Predict the product of the given reaction. (1) Given the reactants [C:1]([O:4][C:5]1[C:10]([C:11]([CH3:14])([CH3:13])[CH3:12])=[CH:9][C:8]([O:15]C)=[CH:7][C:6]=1[C:17]([CH3:20])([CH3:19])[CH3:18])(=[O:3])[CH3:2].[I-].[Na+].C[Si](Cl)(C)C.O, predict the reaction product. The product is: [C:1]([O:4][C:5]1[C:10]([C:11]([CH3:13])([CH3:12])[CH3:14])=[CH:9][C:8]([OH:15])=[CH:7][C:6]=1[C:17]([CH3:20])([CH3:19])[CH3:18])(=[O:3])[CH3:2]. (2) Given the reactants Cl.[N:2]1[CH:7]=[CH:6][C:5]([CH:8]=[CH:9][C:10]2[CH:20]=[CH:19][C:13]([C:14]([O:16][CH2:17][CH3:18])=[O:15])=[CH:12][CH:11]=2)=[CH:4][CH:3]=1.[H][H], predict the reaction product. The product is: [NH:2]1[CH2:7][CH2:6][CH:5]([CH2:8][CH2:9][C:10]2[CH:11]=[CH:12][C:13]([C:14]([O:16][CH2:17][CH3:18])=[O:15])=[CH:19][CH:20]=2)[CH2:4][CH2:3]1. (3) Given the reactants ON1C2C=CC=CC=2N=N1.C(N(CC)CC)C.[CH3:18][N:19]1[CH2:24][CH2:23][NH:22][CH2:21][CH2:20]1.[CH:25]([C:27]1[NH:28][C:29]2[CH2:30][CH2:31][CH2:32][CH2:33][C:34]=2[C:35]=1[CH2:36][CH2:37][C:38](O)=[O:39])=[O:26], predict the reaction product. The product is: [CH3:18][N:19]1[CH2:24][CH2:23][N:22]([C:38](=[O:39])[CH2:37][CH2:36][C:35]2[C:34]3[CH2:33][CH2:32][CH2:31][CH2:30][C:29]=3[NH:28][C:27]=2[CH:25]=[O:26])[CH2:21][CH2:20]1. (4) Given the reactants [OH:1][C:2]1[CH:11]=[CH:10][C:5]([C:6]([O:8][CH3:9])=[O:7])=[CH:4][CH:3]=1.N1C(C)=CC(C)=CC=1C.[S:21](O[S:21]([C:24]([F:27])([F:26])[F:25])(=[O:23])=[O:22])([C:24]([F:27])([F:26])[F:25])(=[O:23])=[O:22], predict the reaction product. The product is: [CH3:9][O:8][C:6](=[O:7])[C:5]1[CH:4]=[CH:3][C:2]([O:1][S:21]([C:24]([F:27])([F:26])[F:25])(=[O:23])=[O:22])=[CH:11][CH:10]=1.